Dataset: Peptide-MHC class I binding affinity with 185,985 pairs from IEDB/IMGT. Task: Regression. Given a peptide amino acid sequence and an MHC pseudo amino acid sequence, predict their binding affinity value. This is MHC class I binding data. (1) The peptide sequence is AENLWVTVY. The MHC is Patr-B2401 with pseudo-sequence Patr-B2401. The binding affinity (normalized) is 0.198. (2) The peptide sequence is NEAKITDIM. The MHC is HLA-B44:03 with pseudo-sequence HLA-B44:03. The binding affinity (normalized) is 0.230. (3) The peptide sequence is TAAQAAVVRF. The MHC is HLA-B57:01 with pseudo-sequence HLA-B57:01. The binding affinity (normalized) is 0.332. (4) The peptide sequence is KPVDTSNSF. The MHC is HLA-B35:01 with pseudo-sequence HLA-B35:01. The binding affinity (normalized) is 0.484. (5) The peptide sequence is IPRLLRTFL. The MHC is HLA-B35:01 with pseudo-sequence HLA-B35:01. The binding affinity (normalized) is 0.196. (6) The peptide sequence is SHAKVLVTF. The MHC is HLA-A30:01 with pseudo-sequence HLA-A30:01. The binding affinity (normalized) is 0.0847. (7) The peptide sequence is IVTRIVELL. The MHC is HLA-B58:01 with pseudo-sequence HLA-B58:01. The binding affinity (normalized) is 0.621.